Dataset: NCI-60 drug combinations with 297,098 pairs across 59 cell lines. Task: Regression. Given two drug SMILES strings and cell line genomic features, predict the synergy score measuring deviation from expected non-interaction effect. (1) Drug 1: C(CC(=O)O)C(=O)CN.Cl. Drug 2: CC(C)CN1C=NC2=C1C3=CC=CC=C3N=C2N. Cell line: HT29. Synergy scores: CSS=4.38, Synergy_ZIP=-3.88, Synergy_Bliss=-8.71, Synergy_Loewe=-5.95, Synergy_HSA=-8.45. (2) Drug 1: COC1=C(C=C2C(=C1)N=CN=C2NC3=CC(=C(C=C3)F)Cl)OCCCN4CCOCC4. Drug 2: C1CN(P(=O)(OC1)NCCCl)CCCl. Cell line: K-562. Synergy scores: CSS=8.00, Synergy_ZIP=-0.653, Synergy_Bliss=1.93, Synergy_Loewe=-13.9, Synergy_HSA=0.228. (3) Drug 1: C1CN1C2=NC(=NC(=N2)N3CC3)N4CC4. Drug 2: CC1C(C(CC(O1)OC2CC(OC(C2O)C)OC3=CC4=CC5=C(C(=O)C(C(C5)C(C(=O)C(C(C)O)O)OC)OC6CC(C(C(O6)C)O)OC7CC(C(C(O7)C)O)OC8CC(C(C(O8)C)O)(C)O)C(=C4C(=C3C)O)O)O)O. Cell line: SNB-19. Synergy scores: CSS=34.0, Synergy_ZIP=-5.12, Synergy_Bliss=-3.53, Synergy_Loewe=-8.92, Synergy_HSA=-2.93. (4) Drug 1: CN(CC1=CN=C2C(=N1)C(=NC(=N2)N)N)C3=CC=C(C=C3)C(=O)NC(CCC(=O)O)C(=O)O. Drug 2: C1CN1P(=S)(N2CC2)N3CC3. Cell line: NCI/ADR-RES. Synergy scores: CSS=10.1, Synergy_ZIP=-8.10, Synergy_Bliss=-5.96, Synergy_Loewe=-5.58, Synergy_HSA=-4.48. (5) Drug 1: CC1=C(C=C(C=C1)C(=O)NC2=CC(=CC(=C2)C(F)(F)F)N3C=C(N=C3)C)NC4=NC=CC(=N4)C5=CN=CC=C5. Drug 2: CC1CCC2CC(C(=CC=CC=CC(CC(C(=O)C(C(C(=CC(C(=O)CC(OC(=O)C3CCCCN3C(=O)C(=O)C1(O2)O)C(C)CC4CCC(C(C4)OC)OCCO)C)C)O)OC)C)C)C)OC. Cell line: OVCAR3. Synergy scores: CSS=1.57, Synergy_ZIP=-0.782, Synergy_Bliss=-1.67, Synergy_Loewe=-0.856, Synergy_HSA=-2.29. (6) Drug 1: C1=NC2=C(N1)C(=S)N=C(N2)N. Drug 2: CC1CCC2CC(C(=CC=CC=CC(CC(C(=O)C(C(C(=CC(C(=O)CC(OC(=O)C3CCCCN3C(=O)C(=O)C1(O2)O)C(C)CC4CCC(C(C4)OC)O)C)C)O)OC)C)C)C)OC. Cell line: UACC62. Synergy scores: CSS=30.6, Synergy_ZIP=-12.7, Synergy_Bliss=-11.0, Synergy_Loewe=-6.64, Synergy_HSA=-5.52. (7) Drug 1: C1=NC(=NC(=O)N1C2C(C(C(O2)CO)O)O)N. Drug 2: CC1C(C(CC(O1)OC2CC(CC3=C2C(=C4C(=C3O)C(=O)C5=C(C4=O)C(=CC=C5)OC)O)(C(=O)CO)O)N)O.Cl. Cell line: MCF7. Synergy scores: CSS=29.2, Synergy_ZIP=-2.04, Synergy_Bliss=1.77, Synergy_Loewe=-3.72, Synergy_HSA=3.43. (8) Drug 1: C1=CC(=CC=C1CCCC(=O)O)N(CCCl)CCCl. Drug 2: CC1=C2C(C(=O)C3(C(CC4C(C3C(C(C2(C)C)(CC1OC(=O)C(C(C5=CC=CC=C5)NC(=O)C6=CC=CC=C6)O)O)OC(=O)C7=CC=CC=C7)(CO4)OC(=O)C)O)C)OC(=O)C. Cell line: MDA-MB-231. Synergy scores: CSS=28.3, Synergy_ZIP=-17.1, Synergy_Bliss=-16.1, Synergy_Loewe=-13.3, Synergy_HSA=-8.99. (9) Drug 1: C1=CC(=CC=C1C#N)C(C2=CC=C(C=C2)C#N)N3C=NC=N3. Drug 2: N.N.Cl[Pt+2]Cl. Cell line: CCRF-CEM. Synergy scores: CSS=41.7, Synergy_ZIP=1.72, Synergy_Bliss=1.06, Synergy_Loewe=-2.76, Synergy_HSA=-0.551. (10) Drug 1: CC1=CC=C(C=C1)C2=CC(=NN2C3=CC=C(C=C3)S(=O)(=O)N)C(F)(F)F. Drug 2: C1CNP(=O)(OC1)N(CCCl)CCCl. Cell line: HT29. Synergy scores: CSS=-6.96, Synergy_ZIP=3.26, Synergy_Bliss=3.74, Synergy_Loewe=-9.29, Synergy_HSA=-1.25.